Dataset: Full USPTO retrosynthesis dataset with 1.9M reactions from patents (1976-2016). Task: Predict the reactants needed to synthesize the given product. Given the product [CH3:34][C:35]1[C:43]2[C:38]([NH:39][CH:40]=[N:41][C:42]=2[N:44]2[CH2:49][CH2:48][CH:47]([NH:50][C:7]([C:2]3[CH:3]=[CH:4][CH:5]=[CH:6][N:1]=3)=[O:9])[CH2:46][CH2:45]2)=[N:37][CH:36]=1, predict the reactants needed to synthesize it. The reactants are: [N:1]1[CH:6]=[CH:5][CH:4]=[CH:3][C:2]=1[C:7]([OH:9])=O.C(Cl)CCl.C1C=CC2N(O)N=NC=2C=1.CCN(C(C)C)C(C)C.Cl.[CH3:34][C:35]1[C:43]2[C:42]([N:44]3[CH2:49][CH2:48][CH:47]([NH2:50])[CH2:46][CH2:45]3)=[N:41][CH:40]=[N:39][C:38]=2[NH:37][CH:36]=1.